Dataset: Forward reaction prediction with 1.9M reactions from USPTO patents (1976-2016). Task: Predict the product of the given reaction. (1) Given the reactants [F:1][C:2]1[CH:25]=[CH:24][C:5]([O:6][CH2:7][C:8]2[CH:9]=[C:10]([C:14]3[CH:15]=[C:16]4[C:21](=[N:22][CH:23]=3)[NH:20][CH2:19][CH2:18][CH2:17]4)[CH:11]=[N:12][CH:13]=2)=[CH:4][CH:3]=1.[C:26]([N:34]=C=O)(=[O:33])C1C=CC=CC=1.C([O-])([O-])=O.[K+].[K+], predict the reaction product. The product is: [F:1][C:2]1[CH:25]=[CH:24][C:5]([O:6][CH2:7][C:8]2[CH:9]=[C:10]([C:14]3[CH:15]=[C:16]4[C:21](=[N:22][CH:23]=3)[N:20]([C:26]([NH2:34])=[O:33])[CH2:19][CH2:18][CH2:17]4)[CH:11]=[N:12][CH:13]=2)=[CH:4][CH:3]=1. (2) Given the reactants [CH2:1]([O:8][C:9]1[N:10]=[N:11][C:12]([C:23]#[C:24][C:25]2[CH:30]=[CH:29][CH:28]=[CH:27][CH:26]=2)=[CH:13][C:14]=1[O:15][CH2:16][C:17]1[CH:22]=[CH:21][CH:20]=[CH:19][CH:18]=1)[C:2]1[CH:7]=[CH:6][CH:5]=[CH:4][CH:3]=1.C(OC1N=NC(Cl)=CC=1OCC1C=CC=CC=1)C1C=CC=CC=1.C(C1CCCCC1)#C, predict the reaction product. The product is: [CH2:1]([O:8][C:9]1[N:10]=[N:11][C:12]([C:23]#[C:24][CH:25]2[CH2:30][CH2:29][CH2:28][CH2:27][CH2:26]2)=[CH:13][C:14]=1[O:15][CH2:16][C:17]1[CH:18]=[CH:19][CH:20]=[CH:21][CH:22]=1)[C:2]1[CH:3]=[CH:4][CH:5]=[CH:6][CH:7]=1. (3) Given the reactants [O:1]=[C:2]([C:9]1[CH:14]=[CH:13][N:12]=[CH:11][CH:10]=1)[CH2:3][C:4]([O:6]CC)=O.O[N:16]=[C:17]([C:19]1[CH:24]=[CH:23][CH:22]=[C:21]([S:25]([CH3:28])(=[O:27])=[O:26])[CH:20]=1)[NH2:18], predict the reaction product. The product is: [CH3:28][S:25]([C:21]1[CH:20]=[C:19]([C:17]2[N:16]=[C:4]([CH2:3][C:2]([C:9]3[CH:10]=[CH:11][N:12]=[CH:13][CH:14]=3)=[O:1])[O:6][N:18]=2)[CH:24]=[CH:23][CH:22]=1)(=[O:26])=[O:27]. (4) Given the reactants [NH2:1][CH2:2][S:3]([OH:6])(=[O:5])=[O:4].[CH2:7]([C@@:11]1([CH2:35][CH3:36])[NH:17][C@H:16]([C:18]2[CH:23]=[CH:22][CH:21]=[CH:20][CH:19]=2)[C:15]2[CH:24]=[C:25]([O:31][CH3:32])[C:26]([C:28](O)=[O:29])=[CH:27][C:14]=2[S:13](=[O:34])(=[O:33])[CH2:12]1)[CH2:8][CH2:9][CH3:10], predict the reaction product. The product is: [CH2:7]([C@@:11]1([CH2:35][CH3:36])[NH:17][C@H:16]([C:18]2[CH:19]=[CH:20][CH:21]=[CH:22][CH:23]=2)[C:15]2[CH:24]=[C:25]([O:31][CH3:32])[C:26]([C:28]([NH:1][CH2:2][S:3]([OH:6])(=[O:5])=[O:4])=[O:29])=[CH:27][C:14]=2[S:13](=[O:33])(=[O:34])[CH2:12]1)[CH2:8][CH2:9][CH3:10]. (5) The product is: [Br:1][C:2]1[C:10]2[O:9][CH:8]([CH:11]3[CH2:13][CH2:12]3)[CH2:7][C:6]=2[CH:5]=[C:4]([S:14]([CH3:17])(=[O:15])=[O:16])[CH:3]=1. Given the reactants [Br:1][C:2]1[C:10]2[O:9][C:8]([CH:11]3[CH2:13][CH2:12]3)=[CH:7][C:6]=2[CH:5]=[C:4]([S:14]([CH3:17])(=[O:16])=[O:15])[CH:3]=1.[SiH](CC)(CC)CC.C(O)(C(F)(F)F)=O, predict the reaction product. (6) Given the reactants [Cl:1][C:2]1[CH:3]=[C:4]([C:8]2[CH:12]=[CH:11][NH:10][N:9]=2)[CH:5]=[CH:6][CH:7]=1.CC([O-])(C)C.[Na+].Br[CH2:20][C:21]1[C:30]2[C:25](=[C:26]([F:31])[CH:27]=[CH:28][CH:29]=2)[NH:24][C:23](=[O:32])[CH:22]=1.O, predict the reaction product. The product is: [Cl:1][C:2]1[CH:3]=[C:4]([C:8]2[CH:12]=[CH:11][N:10]([CH2:20][C:21]3[C:30]4[C:25](=[C:26]([F:31])[CH:27]=[CH:28][CH:29]=4)[NH:24][C:23](=[O:32])[CH:22]=3)[N:9]=2)[CH:5]=[CH:6][CH:7]=1. (7) Given the reactants Br[C:2]1[C:3]([N:19]2[CH:23]=[CH:22][C:21]([C:24]([F:27])([F:26])[F:25])=[N:20]2)=[N:4][C:5]([NH:8][C:9]2[CH:14]=[C:13]([O:15][CH3:16])[CH:12]=[C:11]([O:17][CH3:18])[CH:10]=2)=[N:6][CH:7]=1.[CH3:28][O:29][C:30]1[C:35]([C:36]([O:38][CH3:39])=[O:37])=[CH:34][C:33](B2OC(C)(C)C(C)(C)O2)=[CH:32][N:31]=1.C(Cl)Cl.C(=O)([O-])[O-].[Na+].[Na+], predict the reaction product. The product is: [CH3:18][O:17][C:11]1[CH:10]=[C:9]([NH:8][C:5]2[N:4]=[C:3]([N:19]3[CH:23]=[CH:22][C:21]([C:24]([F:27])([F:26])[F:25])=[N:20]3)[C:2]([C:33]3[CH:34]=[C:35]([C:36]([O:38][CH3:39])=[O:37])[C:30]([O:29][CH3:28])=[N:31][CH:32]=3)=[CH:7][N:6]=2)[CH:14]=[C:13]([O:15][CH3:16])[CH:12]=1. (8) Given the reactants CN(C)C([S:5][C:6]1[CH:15]=[C:14]([I:16])[CH:13]=[CH:12][C:7]=1[C:8]([O:10][CH3:11])=[O:9])=O.C[O-].[Na+], predict the reaction product. The product is: [I:16][C:14]1[CH:13]=[CH:12][C:7]([C:8]([O:10][CH3:11])=[O:9])=[C:6]([SH:5])[CH:15]=1. (9) Given the reactants [OH-:1].[K+].[C:3]([NH:6][C:7]1[C:8]([I:31])=[C:9]([C:23]([NH:25][CH2:26][CH:27]([OH:30])[CH2:28][OH:29])=[O:24])[C:10]([I:22])=[C:11]([C:20]=1[I:21])[C:12]([NH:14][CH2:15][CH:16]([OH:19])[CH2:17][OH:18])=[O:13])(=[O:5])[CH3:4].B(O)(O)O.[O:36]1[CH2:38][CH:37]1[CH2:39][O:40][CH2:41][CH2:42][O:43][CH2:44][CH:45]1[CH2:47][O:46]1.Cl, predict the reaction product. The product is: [OH:36][CH:37]([CH2:39][O:40][CH2:41][CH2:42][O:43][CH2:44][CH:45]([OH:46])[CH2:47][N:6]([C:7]1[C:20]([I:21])=[C:11]([C:12]([NH:14][CH2:15][CH:16]([OH:19])[CH2:17][OH:18])=[O:13])[C:10]([I:22])=[C:9]([C:8]=1[I:31])[C:23]([NH:25][CH2:26][CH:27]([OH:30])[CH2:28][OH:29])=[O:24])[C:3](=[O:1])[CH3:4])[CH2:38][N:6]([C:7]1[C:20]([I:21])=[C:11]([C:12]([NH:14][CH2:15][CH:16]([OH:19])[CH2:17][OH:18])=[O:13])[C:10]([I:22])=[C:9]([C:8]=1[I:31])[C:23]([NH:25][CH2:26][CH:27]([OH:30])[CH2:28][OH:29])=[O:24])[C:3](=[O:5])[CH3:4].